From a dataset of Reaction yield outcomes from USPTO patents with 853,638 reactions. Predict the reaction yield, written as a fraction of the theoretical maximum amount of product (1.0 means a 100% yield; for example, 0.34 means a 34% yield). (1) The reactants are [C:1]([N:4]1[CH2:9][CH2:8][C:7]2[N:10]=[C:11]([C:13]3[CH:18]=[CH:17][C:16]([OH:19])=[CH:15][CH:14]=3)[S:12][C:6]=2[CH2:5]1)(=[O:3])[CH3:2].[H-].[Na+].CC1C=CC(S(O[C@H:33]2[CH2:36][C@@H:35]([N:37]3[CH2:42][CH2:41][O:40][CH2:39][CH2:38]3)[CH2:34]2)(=O)=O)=CC=1.[Cl-].[Na+]. The catalyst is CN(C)C(=O)C. The product is [C:1]([N:4]1[CH2:9][CH2:8][C:7]2[N:10]=[C:11]([C:13]3[CH:18]=[CH:17][C:16]([O:19][C@H:33]4[CH2:36][C@H:35]([N:37]5[CH2:42][CH2:41][O:40][CH2:39][CH2:38]5)[CH2:34]4)=[CH:15][CH:14]=3)[S:12][C:6]=2[CH2:5]1)(=[O:3])[CH3:2]. The yield is 0.290. (2) The reactants are C(OC(=O)[NH:7][C:8]1[CH:13]=[CH:12][CH:11]=[C:10]([C:14]2[CH:19]=[CH:18][C:17]([S:20]([N:23]3[CH2:27][CH2:26][CH2:25][CH:24]3[CH2:28][OH:29])(=[O:22])=[O:21])=[CH:16][CH:15]=2)[N:9]=1)(C)(C)C.[ClH:31].CO. No catalyst specified. The product is [ClH:31].[NH2:7][C:8]1[N:9]=[C:10]([C:14]2[CH:15]=[CH:16][C:17]([S:20]([N:23]3[CH2:27][CH2:26][CH2:25][C@@H:24]3[CH2:28][OH:29])(=[O:22])=[O:21])=[CH:18][CH:19]=2)[CH:11]=[CH:12][CH:13]=1. The yield is 0.860. (3) The reactants are Br[C:2]1[CH:7]=[CH:6][N:5]=[C:4]([O:8][CH3:9])[CH:3]=1.[F:10][C:11]([F:21])([F:20])[C:12]1[N:17]=[CH:16][C:15]([CH2:18][OH:19])=[CH:14][CH:13]=1.CC1C=NC2C(C=1C)=CC=C1C=2N=CC(C)=C1C.C([O-])([O-])=O.[Cs+].[Cs+]. The catalyst is C1(C)C=CC=CC=1.[Cu]I. The product is [CH3:9][O:8][C:4]1[CH:3]=[C:2]([O:19][CH2:18][C:15]2[CH:16]=[N:17][C:12]([C:11]([F:21])([F:10])[F:20])=[CH:13][CH:14]=2)[CH:7]=[CH:6][N:5]=1. The yield is 0.720.